From a dataset of Catalyst prediction with 721,799 reactions and 888 catalyst types from USPTO. Predict which catalyst facilitates the given reaction. Reactant: C([O:8][C@@H:9]1[CH2:12][C@H:11]([N:13]2[C:17]3[CH:18]=[C:19]([F:22])[CH:20]=[CH:21][C:16]=3[N:15]=[C:14]2[C@@H:23]([NH:25][C:26]2[N:34]=[CH:33][N:32]=[C:31]3[C:27]=2[N:28]=[CH:29][NH:30]3)[CH3:24])[CH2:10]1)C1C=CC=CC=1.B(Br)(Br)Br. Product: [F:22][C:19]1[CH:20]=[CH:21][C:16]2[N:15]=[C:14]([C@@H:23]([NH:25][C:26]3[N:34]=[CH:33][N:32]=[C:31]4[C:27]=3[N:28]=[CH:29][NH:30]4)[CH3:24])[N:13]([CH:11]3[CH2:12][CH:9]([OH:8])[CH2:10]3)[C:17]=2[CH:18]=1. The catalyst class is: 2.